Dataset: Catalyst prediction with 721,799 reactions and 888 catalyst types from USPTO. Task: Predict which catalyst facilitates the given reaction. (1) Reactant: C([N:3]([CH2:6]C)CC)C.C1(P(N=[N+]=[N-])(C2C=CC=CC=2)=[O:15])C=CC=CC=1.[Cl:25][C:26]1[CH:31]=[CH:30][C:29]([CH2:32][CH2:33][CH2:34][CH:35]([CH2:39][C:40]([O:42][C:43]([CH3:46])([CH3:45])[CH3:44])=[O:41])C(O)=O)=[CH:28][CH:27]=1.[CH2:47]([OH:54])[C:48]1[CH:53]=[CH:52][CH:51]=[CH:50][CH:49]=1. Product: [Cl:25][C:26]1[CH:27]=[CH:28][C:29]([CH2:32][CH2:33][CH2:34][C@H:35]([NH:3][C:6]([O:54][CH2:47][C:48]2[CH:53]=[CH:52][CH:51]=[CH:50][CH:49]=2)=[O:15])[CH2:39][C:40]([O:42][C:43]([CH3:44])([CH3:45])[CH3:46])=[O:41])=[CH:30][CH:31]=1. The catalyst class is: 11. (2) Reactant: [OH:1][C:2]1[CH:9]=[C:8]([CH3:10])[C:5]([CH:6]=[O:7])=[C:4]([CH3:11])[CH:3]=1.Cl[CH2:13][C:14]#[N:15].C([O-])([O-])=O.[Cs+].[Cs+]. Product: [CH:6]([C:5]1[C:4]([CH3:11])=[CH:3][C:2]([O:1][CH2:13][C:14]#[N:15])=[CH:9][C:8]=1[CH3:10])=[O:7]. The catalyst class is: 21. (3) Reactant: [Br:1][C:2]1[CH:3]=[N:4][N:5]([CH3:25])[C:6]=1[C:7]1[CH:12]=[C:11]([N+:13]([O-])=O)[CH:10]=[CH:9][C:8]=1[O:16][CH2:17][CH2:18][C:19]1[CH:24]=[CH:23][CH:22]=[CH:21][CH:20]=1.O.O.Cl[Sn]Cl. Product: [Br:1][C:2]1[CH:3]=[N:4][N:5]([CH3:25])[C:6]=1[C:7]1[CH:12]=[C:11]([NH2:13])[CH:10]=[CH:9][C:8]=1[O:16][CH2:17][CH2:18][C:19]1[CH:20]=[CH:21][CH:22]=[CH:23][CH:24]=1.[NH2:13][C:11]1[CH:12]=[CH:7][CH:8]=[CH:9][CH:10]=1. The catalyst class is: 14. (4) Reactant: Cl[C:2]1[C:11]2[C:6](=[CH:7][CH:8]=[CH:9][CH:10]=2)[C:5]([CH2:12][C:13]2[CH:18]=[CH:17][N:16]=[CH:15][CH:14]=2)=[N:4][N:3]=1.[F:19][C:20]1[C:28]([OH:29])=[CH:27][CH:26]=[C:25]2[C:21]=1[CH:22]=[C:23]([CH3:30])[NH:24]2.C(=O)([O-])[O-].[Cs+].[Cs+]. Product: [F:19][C:20]1[C:28]([O:29][C:2]2[C:11]3[C:6](=[CH:7][CH:8]=[CH:9][CH:10]=3)[C:5]([CH2:12][C:13]3[CH:18]=[CH:17][N:16]=[CH:15][CH:14]=3)=[N:4][N:3]=2)=[CH:27][CH:26]=[C:25]2[C:21]=1[CH:22]=[C:23]([CH3:30])[NH:24]2. The catalyst class is: 3. (5) Reactant: Br[C:2]1[CH:9]=[C:8]([N:10]2[C:18]3[C:13](=[C:14]([C:19]4[CH:20]=[N:21][C:22]5[C:27]([CH:28]=4)=[CH:26][CH:25]=[CH:24][CH:23]=5)[CH:15]=[CH:16][CH:17]=3)[C:12]([CH3:29])=[N:11]2)[CH:7]=[CH:6][C:3]=1[C:4]#[N:5].[NH2:30][CH2:31][CH2:32][CH2:33][OH:34].C(=O)([O-])[O-].[Cs+].[Cs+].C1(P(C2C=CC=CC=2)C2C3OC4C(=CC=CC=4P(C4C=CC=CC=4)C4C=CC=CC=4)C(C)(C)C=3C=CC=2)C=CC=CC=1. Product: [OH:34][CH2:33][CH2:32][CH2:31][NH:30][C:2]1[CH:9]=[C:8]([N:10]2[C:18]3[C:13](=[C:14]([C:19]4[CH:20]=[N:21][C:22]5[C:27]([CH:28]=4)=[CH:26][CH:25]=[CH:24][CH:23]=5)[CH:15]=[CH:16][CH:17]=3)[C:12]([CH3:29])=[N:11]2)[CH:7]=[CH:6][C:3]=1[C:4]#[N:5]. The catalyst class is: 160. (6) Reactant: C1(P(C2C=CC=CC=2)C2C=CC=CC=2)C=CC=CC=1.Br[C:21]1[CH:26]=[C:25]([F:27])[CH:24]=[CH:23][C:22]=1[NH:28][C:29](=[O:31])[CH3:30].[CH3:32][C:33]([OH:37])([C:35]#[CH:36])[CH3:34].C(N(CC)CC)C. Product: [F:27][C:25]1[CH:24]=[CH:23][C:22]([NH:28][C:29](=[O:31])[CH3:30])=[C:21]([C:36]#[C:35][C:33]([OH:37])([CH3:34])[CH3:32])[CH:26]=1. The catalyst class is: 205. (7) Reactant: [N:1]1([C:7]2[N:8]=[C:9]([CH2:14][C:15]([O-:17])=O)[NH:10][C:11](=[O:13])[CH:12]=2)[CH2:6][CH2:5][O:4][CH2:3][CH2:2]1.[Na+].[CH3:19][O:20][C:21]1[CH:29]=[CH:28][CH:27]=[C:26]2[C:22]=1[CH2:23][CH2:24][NH:25]2.Cl.CN(C)CCCN=C=NCC. Product: [CH3:19][O:20][C:21]1[CH:29]=[CH:28][CH:27]=[C:26]2[C:22]=1[CH2:23][CH2:24][N:25]2[C:15](=[O:17])[CH2:14][C:9]1[NH:10][C:11](=[O:13])[CH:12]=[C:7]([N:1]2[CH2:2][CH2:3][O:4][CH2:5][CH2:6]2)[N:8]=1. The catalyst class is: 672. (8) The catalyst class is: 11. Reactant: [CH:1]1([CH2:4][CH2:5][O:6][C:7]2[CH:14]=[CH:13][C:10]([CH:11]=O)=[C:9]([N+:15]([O-])=O)[CH:8]=2)[CH2:3][CH2:2]1.[N:18]([C@H:21]1[CH2:26][CH2:25][C@H:24]([O:27][CH2:28][C@@H:29]([NH:31][C:32](=[O:38])[O:33][C:34]([CH3:37])([CH3:36])[CH3:35])[CH3:30])[CH2:23][CH2:22]1)=[N+]=[N-].C1(P(C2C=CC=CC=2)C2C=CC=CC=2)C=CC=CC=1.P(OCC)(OCC)OCC. Product: [CH:1]1([CH2:4][CH2:5][O:6][C:7]2[CH:14]=[CH:13][C:10]3[C:9]([CH:8]=2)=[N:15][N:18]([C@H:21]2[CH2:26][CH2:25][C@H:24]([O:27][CH2:28][C@@H:29]([NH:31][C:32](=[O:38])[O:33][C:34]([CH3:37])([CH3:36])[CH3:35])[CH3:30])[CH2:23][CH2:22]2)[CH:11]=3)[CH2:3][CH2:2]1. (9) Product: [C:27]([O:33][CH2:34][N:35]1[C:39]2[N:40]=[CH:41][N:42]=[C:43]([C:44]3[CH:45]=[N:46][N:47]([C@@H:49]([CH:53]4[CH2:57][CH2:56][CH2:55][CH2:54]4)[CH2:50][C:51]#[N:52])[CH:48]=3)[C:38]=2[CH:37]=[CH:36]1)(=[O:32])[C:28]([CH3:30])([CH3:31])[CH3:29]. Reactant: C(O[C@@H]([C@H](OC(=O)C1C=CC=CC=1)C(O)=O)C(O)=O)(=O)C1C=CC=CC=1.[C:27]([O:33][CH2:34][N:35]1[C:39]2[N:40]=[CH:41][N:42]=[C:43]([C:44]3[CH:45]=[N:46][N:47]([C@@H:49]([CH:53]4[CH2:57][CH2:56][CH2:55][CH2:54]4)[CH2:50][C:51]#[N:52])[CH:48]=3)[C:38]=2[CH:37]=[CH:36]1)(=[O:32])[C:28]([CH3:31])([CH3:30])[CH3:29].C(=O)([O-])[O-].[K+].[K+]. The catalyst class is: 84.